This data is from Reaction yield outcomes from USPTO patents with 853,638 reactions. The task is: Predict the reaction yield, written as a fraction of the theoretical maximum amount of product (1.0 means a 100% yield; for example, 0.34 means a 34% yield). The reactants are [I:1][C:2]1[N:7]=[CH:6][C:5]([CH2:8][OH:9])=[CH:4][CH:3]=1. The catalyst is ClCCl.[O-2].[Mn+2]. The product is [I:1][C:2]1[N:7]=[CH:6][C:5]([CH:8]=[O:9])=[CH:4][CH:3]=1. The yield is 0.740.